From a dataset of Reaction yield outcomes from USPTO patents with 853,638 reactions. Predict the reaction yield, written as a fraction of the theoretical maximum amount of product (1.0 means a 100% yield; for example, 0.34 means a 34% yield). (1) The catalyst is CN(C)C=O. The yield is 0.360. The product is [Cl:24][C:25]1[N:30]=[C:29]([NH:1][C:2]2[CH:3]=[C:4]([CH2:8][CH2:9][C:10]3[CH:15]=[C:14]([NH:16][C:17](=[O:23])[O:18][C:19]([CH3:20])([CH3:22])[CH3:21])[CH:13]=[CH:12][N:11]=3)[CH:5]=[CH:6][CH:7]=2)[C:28]([F:32])=[CH:27][N:26]=1. The reactants are [NH2:1][C:2]1[CH:3]=[C:4]([CH2:8][CH2:9][C:10]2[CH:15]=[C:14]([NH:16][C:17](=[O:23])[O:18][C:19]([CH3:22])([CH3:21])[CH3:20])[CH:13]=[CH:12][N:11]=2)[CH:5]=[CH:6][CH:7]=1.[Cl:24][C:25]1[N:30]=[C:29](Cl)[C:28]([F:32])=[CH:27][N:26]=1.C(=O)([O-])[O-].[K+].[K+]. (2) The reactants are [F:1][C:2]([F:24])([F:23])[C:3]1[CH:4]=[C:5]([C:13]2[N:17]=[CH:16][N:15](/[CH:18]=[CH:19]\[C:20]([OH:22])=O)[N:14]=2)[CH:6]=[C:7]([C:9]([F:12])([F:11])[F:10])[CH:8]=1.[O:25]1[CH2:30][CH2:29][N:28]([C:31](=[O:36])[C:32]([NH:34][NH2:35])=[O:33])[CH2:27][CH2:26]1.C(P1(=O)OP(CCC)(=O)OP(CCC)(=O)O1)CC.CCN(C(C)C)C(C)C. The catalyst is C1COCC1.O. The product is [F:10][C:9]([F:11])([F:12])[C:7]1[CH:6]=[C:5]([C:13]2[N:17]=[CH:16][N:15](/[CH:18]=[CH:19]\[C:20]([NH:35][NH:34][C:32](=[O:33])[C:31]([N:28]3[CH2:29][CH2:30][O:25][CH2:26][CH2:27]3)=[O:36])=[O:22])[N:14]=2)[CH:4]=[C:3]([C:2]([F:1])([F:23])[F:24])[CH:8]=1. The yield is 0.500. (3) The reactants are [CH2:1]([O:8][C:9]([N:11]1[CH2:15][C@@H:14]([NH:16][C:17]([O:19][CH2:20][C:21]2[CH:26]=[CH:25][CH:24]=[CH:23][CH:22]=2)=[O:18])[CH2:13][C@H:12]1[CH2:27][OH:28])=[O:10])[C:2]1[CH:7]=[CH:6][CH:5]=[CH:4][CH:3]=1.[C:29]1([CH3:39])[CH:34]=[CH:33][C:32]([S:35](Cl)(=[O:37])=[O:36])=[CH:31][CH:30]=1.CC(=O)OCC. The catalyst is N1C=CC=CC=1. The product is [CH2:1]([O:8][C:9]([N:11]1[CH2:15][C@@H:14]([NH:16][C:17]([O:19][CH2:20][C:21]2[CH:26]=[CH:25][CH:24]=[CH:23][CH:22]=2)=[O:18])[CH2:13][C@H:12]1[CH2:27][O:28][S:35]([C:32]1[CH:33]=[CH:34][C:29]([CH3:39])=[CH:30][CH:31]=1)(=[O:37])=[O:36])=[O:10])[C:2]1[CH:3]=[CH:4][CH:5]=[CH:6][CH:7]=1. The yield is 0.790. (4) The reactants are [F:1][C:2]1[CH:7]=[CH:6][C:5]([CH:8]2[CH2:13][C:12](=[O:14])[CH2:11][CH2:10][N:9]2[C:15]([N:17]2[CH2:23][C:22]3[CH:24]=[C:25]([C:28]4[CH:33]=[CH:32][C:31]([C:34]5[N:35](C(OCC(C)C)=O)[CH:36]=[CH:37][N:38]=5)=[CH:30][CH:29]=4)[CH:26]=[CH:27][C:21]=3[O:20][CH2:19][CH2:18]2)=[O:16])=[CH:4][CH:3]=1.C(=O)([O-])[O-].[K+].[K+]. The catalyst is CO. The product is [F:1][C:2]1[CH:7]=[CH:6][C:5]([CH:8]2[CH2:13][C:12](=[O:14])[CH2:11][CH2:10][N:9]2[C:15]([N:17]2[CH2:23][C:22]3[CH:24]=[C:25]([C:28]4[CH:33]=[CH:32][C:31]([C:34]5[NH:38][CH:37]=[CH:36][N:35]=5)=[CH:30][CH:29]=4)[CH:26]=[CH:27][C:21]=3[O:20][CH2:19][CH2:18]2)=[O:16])=[CH:4][CH:3]=1. The yield is 0.860. (5) The reactants are [CH3:1][C:2]1[NH:3][C:4]([CH:7]=[O:8])=[CH:5][N:6]=1.[C:9](=O)([O-])[O-].[K+].[K+].C1(C)C=CC(S(OC)(=O)=O)=CC=1.[OH-].[Na+]. The catalyst is CN(C=O)C.O. The product is [CH3:9][N:3]1[C:4]([CH:7]=[O:8])=[CH:5][N:6]=[C:2]1[CH3:1]. The yield is 0.160. (6) The yield is 0.528. The catalyst is C(O)(=O)C.C(Cl)Cl. The reactants are C([S:8][C:9]1[CH:10]=[C:11]2[C:16](=[CH:17][CH:18]=1)[C:15]([C:19]1[CH:24]=[C:23]([F:25])[C:22]([Br:26])=[CH:21][C:20]=1[O:27][CH3:28])=[N:14][N:13]=[CH:12]2)C1C=CC=CC=1.ClN1C(C)(C)C(=[O:37])N(Cl)C1=O.[F:40][C:41]1[C:46]([F:47])=[C:45]([F:48])[C:44]([F:49])=[C:43]([F:50])[C:42]=1[OH:51].C(N(CC)CC)C.[OH2:59]. The product is [Br:26][C:22]1[C:23]([F:25])=[CH:24][C:19]([C:15]2[C:16]3[C:11](=[CH:10][C:9]([S:8]([O:51][C:42]4[C:41]([F:40])=[C:46]([F:47])[C:45]([F:48])=[C:44]([F:49])[C:43]=4[F:50])(=[O:37])=[O:59])=[CH:18][CH:17]=3)[CH:12]=[N:13][N:14]=2)=[C:20]([O:27][CH3:28])[CH:21]=1.